This data is from Peptide-MHC class II binding affinity with 134,281 pairs from IEDB. The task is: Regression. Given a peptide amino acid sequence and an MHC pseudo amino acid sequence, predict their binding affinity value. This is MHC class II binding data. (1) The peptide sequence is SDAKTLVLNIKYTRP. The MHC is HLA-DPA10201-DPB10101 with pseudo-sequence HLA-DPA10201-DPB10101. The binding affinity (normalized) is 0.329. (2) The peptide sequence is ALSDPYLSFAAALNG. The MHC is DRB4_0101 with pseudo-sequence DRB4_0103. The binding affinity (normalized) is 0.399. (3) The peptide sequence is GWGNGCGLFGKGSIV. The MHC is DRB1_0801 with pseudo-sequence DRB1_0801. The binding affinity (normalized) is 0.546. (4) The peptide sequence is IFYDVFFAVANGNEL. The MHC is HLA-DQA10501-DQB10301 with pseudo-sequence HLA-DQA10501-DQB10301. The binding affinity (normalized) is 0.726.